Dataset: Retrosynthesis with 50K atom-mapped reactions and 10 reaction types from USPTO. Task: Predict the reactants needed to synthesize the given product. (1) Given the product COc1ccc(-c2cc(NC(=O)Nc3c(C)cc(C)cc3C)c(C(=O)NC3(C(=O)O)CCCCC3)s2)cc1, predict the reactants needed to synthesize it. The reactants are: COC(=O)C1(NC(=O)c2sc(-c3ccc(OC)cc3)cc2NC(=O)Nc2c(C)cc(C)cc2C)CCCCC1. (2) Given the product CC(C)(C)OC(=O)N1CCN(c2nnc(Cl)c3ccccc23)CC1, predict the reactants needed to synthesize it. The reactants are: CC(C)(C)OC(=O)N1CCNCC1.Clc1nnc(Cl)c2ccccc12. (3) Given the product COc1ccc(-c2ccc(/C=N\Cc3ccccc3)cc2)cc1Br, predict the reactants needed to synthesize it. The reactants are: COc1ccc(-c2ccc(C=O)cc2)cc1Br.NCc1ccccc1. (4) Given the product CC[Si](CC)(CC)c1[nH]c2ncc(C(C)(C)C(=O)OC)cc2c1[C@H](C)COCc1ccccc1, predict the reactants needed to synthesize it. The reactants are: CC[Si](C#C[C@H](C)COCc1ccccc1)(CC)CC.COC(=O)C(C)(C)c1cnc(N)c(I)c1. (5) Given the product O=C(NCCc1c[nH]c2ccc(Cl)cc12)c1ccc(-c2ccc(F)cc2)cc1, predict the reactants needed to synthesize it. The reactants are: O=C(NCCc1c[nH]c2ccc(Cl)cc12)c1ccc(I)cc1.OB(O)c1ccc(F)cc1.